The task is: Predict the reactants needed to synthesize the given product.. This data is from Full USPTO retrosynthesis dataset with 1.9M reactions from patents (1976-2016). (1) The reactants are: Cl[C:2]1[C:3]2[CH:24]=[CH:23][C:22](=[O:25])[N:21]([C:26]3[C:31]([F:32])=[CH:30][CH:29]=[CH:28][C:27]=3[F:33])[C:4]=2[N:5]=[C:6]([N:8]2[CH2:13][CH2:12][CH:11]([N:14]3[CH2:19][CH2:18][CH:17]([CH3:20])[CH2:16][CH2:15]3)[CH2:10][CH2:9]2)[N:7]=1.C[C:35]1[C:40]([C:41]([OH:43])=[O:42])=[CH:39][C:38](B2OC(C)(C)C(C)(C)O2)=[CH:37][CH:36]=1.[C:53](=O)([O-])[O-].[K+].[K+]. Given the product [F:32][C:31]1[CH:30]=[CH:29][CH:28]=[C:27]([F:33])[C:26]=1[N:21]1[C:4]2[N:5]=[C:6]([N:8]3[CH2:13][CH2:12][CH:11]([N:14]4[CH2:19][CH2:18][CH:17]([CH3:20])[CH2:16][CH2:15]4)[CH2:10][CH2:9]3)[N:7]=[C:2]([C:38]3[CH:39]=[C:40]([CH:35]=[CH:36][C:37]=3[CH3:53])[C:41]([OH:43])=[O:42])[C:3]=2[CH:24]=[CH:23][C:22]1=[O:25], predict the reactants needed to synthesize it. (2) Given the product [Cl:1][C:2]1[CH:34]=[CH:33][CH:32]=[C:31]([C:35]([F:36])([F:37])[F:38])[C:3]=1[C:4]([N:6]1[C:14]2[C:9](=[N:10][CH:11]=[C:12]([NH:15][CH2:16][CH2:17][O:18][CH3:19])[CH:13]=2)[C:8]([C:20]2[CH:29]=[CH:28][C:23]([C:24]([OH:26])=[O:25])=[CH:22][C:21]=2[F:30])=[N:7]1)=[O:5], predict the reactants needed to synthesize it. The reactants are: [Cl:1][C:2]1[CH:34]=[CH:33][CH:32]=[C:31]([C:35]([F:38])([F:37])[F:36])[C:3]=1[C:4]([N:6]1[C:14]2[C:9](=[N:10][CH:11]=[C:12]([NH:15][CH2:16][CH2:17][O:18][CH3:19])[CH:13]=2)[C:8]([C:20]2[CH:29]=[CH:28][C:23]([C:24]([O:26]C)=[O:25])=[CH:22][C:21]=2[F:30])=[N:7]1)=[O:5].O[Li].O. (3) Given the product [C:38]([OH:45])(=[O:44])/[CH:39]=[CH:40]/[C:41]([OH:43])=[O:42].[CH2:36]([N:3]([CH2:1][CH3:2])[CH2:4][CH2:5][CH:6]1[CH2:7][CH2:8][N:9]([C:12](=[O:35])[CH2:13][C:14]2[CH:34]=[CH:33][C:17]3[O:18][CH2:19][C:20]4[CH:32]=[CH:31][CH:30]=[CH:29][C:21]=4/[C:22](=[CH:23]/[CH2:24][CH2:25][N:26]([CH3:27])[CH3:28])/[C:16]=3[CH:15]=2)[CH2:10][CH2:11]1)[CH3:37], predict the reactants needed to synthesize it. The reactants are: [CH2:1]([N:3]([CH2:36][CH3:37])[CH2:4][CH2:5][CH:6]1[CH2:11][CH2:10][N:9]([C:12](=[O:35])[CH2:13][C:14]2[CH:34]=[CH:33][C:17]3[O:18][CH2:19][C:20]4[CH:32]=[CH:31][CH:30]=[CH:29][C:21]=4/[C:22](=[CH:23]/[CH2:24][CH2:25][N:26]([CH3:28])[CH3:27])/[C:16]=3[CH:15]=2)[CH2:8][CH2:7]1)[CH3:2].[C:38]([OH:45])(=[O:44])/[CH:39]=[CH:40]/[C:41]([OH:43])=[O:42]. (4) Given the product [CH2:11]([O:18][C@@H:19]1[C@@H:27]([CH:28]=[O:29])[O:26][C@H:25]2[C@H:21]([N:22]=[C:23]([N:30]([CH3:38])[C:31](=[O:37])[O:32][C:33]([CH3:35])([CH3:34])[CH3:36])[S:24]2)[C@H:20]1[O:39][CH2:40][C:41]1[CH:42]=[CH:43][CH:44]=[CH:45][CH:46]=1)[C:12]1[CH:13]=[CH:14][CH:15]=[CH:16][CH:17]=1, predict the reactants needed to synthesize it. The reactants are: CS(C)=O.C(Cl)(=O)C(Cl)=O.[CH2:11]([O:18][C@@H:19]1[C@@H:27]([CH2:28][OH:29])[O:26][C@H:25]2[C@H:21]([N:22]=[C:23]([N:30]([CH3:38])[C:31](=[O:37])[O:32][C:33]([CH3:36])([CH3:35])[CH3:34])[S:24]2)[C@H:20]1[O:39][CH2:40][C:41]1[CH:46]=[CH:45][CH:44]=[CH:43][CH:42]=1)[C:12]1[CH:17]=[CH:16][CH:15]=[CH:14][CH:13]=1.C(N(CC)CC)C. (5) Given the product [CH2:11]([O:13][C:14](=[O:22])[CH2:15][CH2:16][CH2:17][CH2:18][C:19]([N:4]1[C:5]2[CH:10]=[CH:9][CH:8]=[CH:7][C:6]=2[O:1][CH2:2][CH2:3]1)=[O:20])[CH3:12], predict the reactants needed to synthesize it. The reactants are: [O:1]1[C:6]2[CH:7]=[CH:8][CH:9]=[CH:10][C:5]=2[NH:4][CH2:3][CH2:2]1.[CH2:11]([O:13][C:14](=[O:22])[CH2:15][CH2:16][CH2:17][CH2:18][C:19](O)=[O:20])[CH3:12].O. (6) Given the product [CH3:1][O:2][C:3]1[CH:8]=[CH:7][C:6]([S:9][CH2:10][CH2:11][NH:12][C:13](=[O:16])[CH:14]=[CH2:15])=[CH:5][CH:4]=1, predict the reactants needed to synthesize it. The reactants are: [CH3:1][O:2][C:3]1[CH:8]=[CH:7][C:6]([S:9][CH2:10][CH2:11][NH2:12])=[CH:5][CH:4]=1.[C:13](Cl)(=[O:16])[CH:14]=[CH2:15].C([O-])([O-])=O.[Na+].[Na+].C(N(CC)CC)C. (7) Given the product [ClH:36].[F:1][C:2]1[C:3]([C:32]([F:35])([F:33])[F:34])=[C:4]([CH:8]2[CH2:9][CH2:10][N:11]([C:14]([C:16]3[C:24]4[CH2:23][CH2:22][NH:21][CH2:20][C:19]=4[NH:18][N:17]=3)=[O:15])[CH2:12][CH2:13]2)[CH:5]=[CH:6][CH:7]=1, predict the reactants needed to synthesize it. The reactants are: [F:1][C:2]1[C:3]([C:32]([F:35])([F:34])[F:33])=[C:4]([CH:8]2[CH2:13][CH2:12][N:11]([C:14]([C:16]3[C:24]4[CH2:23][CH2:22][N:21](C(OC(C)(C)C)=O)[CH2:20][C:19]=4[NH:18][N:17]=3)=[O:15])[CH2:10][CH2:9]2)[CH:5]=[CH:6][CH:7]=1.[ClH:36].